Dataset: Retrosynthesis with 50K atom-mapped reactions and 10 reaction types from USPTO. Task: Predict the reactants needed to synthesize the given product. (1) The reactants are: CC(C)(C)OC(=O)NCCNS(=O)(=O)c1cccc(C#N)c1. Given the product CC(C)(C)OC(=O)NCCNS(=O)(=O)c1cccc(CN)c1, predict the reactants needed to synthesize it. (2) Given the product Cc1ccn(-c2ccc(C(=O)N3Cc4cccnc4Nc4ccccc43)c(Cl)c2)n1, predict the reactants needed to synthesize it. The reactants are: Cc1cc[nH]n1.O=C(c1ccc(F)cc1Cl)N1Cc2cccnc2Nc2ccccc21. (3) Given the product OCc1cc(F)cnc1Cl, predict the reactants needed to synthesize it. The reactants are: O=C(O)c1cc(F)cnc1Cl. (4) The reactants are: CN.Cc1ccc(C(=O)NC2CC2)cc1-n1ccnc(NC2(c3cc(F)ccc3OCCCl)CC2)c1=O. Given the product CNCCOc1ccc(F)cc1C1(Nc2nccn(-c3cc(C(=O)NC4CC4)ccc3C)c2=O)CC1, predict the reactants needed to synthesize it. (5) Given the product CCCc1oncc1C(=O)N1CCCCC1, predict the reactants needed to synthesize it. The reactants are: C1CCNCC1.CCCc1oncc1C(=O)O. (6) Given the product CCCCCCc1nc2cnc3ccccc3c2n1CCCCNC(=O)Nc1ccccc1, predict the reactants needed to synthesize it. The reactants are: CCCCCCc1nc2cnc3ccccc3c2n1CCCCN.O=C=Nc1ccccc1. (7) The reactants are: COC(=O)c1cc(S(=O)(=O)c2cc(N)c(N)c(Br)c2)c(SC)s1.O=CO. Given the product COC(=O)c1cc(S(=O)(=O)c2cc(Br)c3nc[nH]c3c2)c(SC)s1, predict the reactants needed to synthesize it.